Dataset: Catalyst prediction with 721,799 reactions and 888 catalyst types from USPTO. Task: Predict which catalyst facilitates the given reaction. (1) Reactant: [F:1][C:2]1[CH:7]=[CH:6][C:5]([O:8][CH3:9])=[CH:4][C:3]=1[C:10]1[CH:15]=[CH:14][C:13]([OH:16])=[C:12]([CH:17]([O:23][CH3:24])[CH2:18][C:19]([CH3:22])([CH3:21])[CH3:20])[CH:11]=1.C1(P(C2C=CC=CC=2)C2C=CC=CC=2)C=CC=CC=1.[CH:44]1([CH:47]([C:54]2[CH:59]=[CH:58][CH:57]=[C:56]([CH2:60]O)[CH:55]=2)[CH2:48][C:49]([O:51][CH2:52][CH3:53])=[O:50])[CH2:46][CH2:45]1.N(C(OCC)=O)=NC(OCC)=O. Product: [CH:44]1([CH:47]([C:54]2[CH:59]=[CH:58][CH:57]=[C:56]([CH2:60][O:16][C:13]3[CH:14]=[CH:15][C:10]([C:3]4[CH:4]=[C:5]([O:8][CH3:9])[CH:6]=[CH:7][C:2]=4[F:1])=[CH:11][C:12]=3[CH:17]([O:23][CH3:24])[CH2:18][C:19]([CH3:20])([CH3:21])[CH3:22])[CH:55]=2)[CH2:48][C:49]([O:51][CH2:52][CH3:53])=[O:50])[CH2:46][CH2:45]1. The catalyst class is: 182. (2) Reactant: [CH3:1][N:2]1[C:6]([CH3:7])=[C:5]([C:8]([NH:10][C:11]2[N:16]=[CH:15][C:14]([O:17][C:18]3[CH:23]=[CH:22][N:21]=[C:20]([NH:24][C:25](=O)[O:26]C4C=CC=CC=4)[CH:19]=3)=[CH:13][CH:12]=2)=[O:9])[C:4](=[O:34])[N:3]1[C:35]1[CH:40]=[CH:39][CH:38]=[CH:37][CH:36]=1.[NH2:41][CH2:42][CH2:43][OH:44]. The catalyst class is: 37. Product: [OH:44][CH2:43][CH2:42][NH:41][C:25](=[O:26])[NH:24][C:20]1[CH:19]=[C:18]([O:17][C:14]2[CH:13]=[CH:12][C:11]([NH:10][C:8]([C:5]3[C:4](=[O:34])[N:3]([C:35]4[CH:40]=[CH:39][CH:38]=[CH:37][CH:36]=4)[N:2]([CH3:1])[C:6]=3[CH3:7])=[O:9])=[N:16][CH:15]=2)[CH:23]=[CH:22][N:21]=1. (3) Reactant: [Cl:1][C:2]1[CH:3]=[CH:4][C:5]([F:10])=[C:6]([CH:9]=1)[CH:7]=[O:8].[CH2:11]([Mg]Br)[CH3:12]. Product: [Cl:1][C:2]1[CH:3]=[CH:4][C:5]([F:10])=[C:6]([CH:7]([OH:8])[CH2:11][CH3:12])[CH:9]=1. The catalyst class is: 27. (4) The catalyst class is: 12. Reactant: [CH3:1][N:2]1[C:6]2[C:7]3[CH:8]=[CH:9][CH:10]=[CH:11][C:12]=3[O:13][C:14]3([CH2:19][CH2:18][N:17]([C:20]([C:22]4[CH:31]=[CH:30][CH:29]=[CH:28][C:23]=4[C:24]([O:26]C)=[O:25])=[O:21])[CH2:16][CH2:15]3)[C:5]=2[CH:4]=[N:3]1.[OH-].[Na+]. Product: [CH3:1][N:2]1[C:6]2[C:7]3[CH:8]=[CH:9][CH:10]=[CH:11][C:12]=3[O:13][C:14]3([CH2:19][CH2:18][N:17]([C:20]([C:22]4[CH:31]=[CH:30][CH:29]=[CH:28][C:23]=4[C:24]([OH:26])=[O:25])=[O:21])[CH2:16][CH2:15]3)[C:5]=2[CH:4]=[N:3]1. (5) Reactant: C(OC([N:8]1[CH2:13][CH2:12][C:11]([C:16]2[N:17]([CH3:42])[C:18]3[C:23]([N:24]=2)=[C:22]([N:25]2[CH2:30][CH2:29][O:28][CH2:27][CH2:26]2)[N:21]=[C:20]([N:31]2[C:35]4[CH:36]=[CH:37][CH:38]=[CH:39][C:34]=4[N:33]=[C:32]2[CH2:40][CH3:41])[N:19]=3)([O:14][CH3:15])[CH2:10][CH2:9]1)=O)(C)(C)C.C(O)(C(F)(F)F)=O. Product: [CH2:40]([C:32]1[N:31]([C:20]2[N:19]=[C:18]3[C:23]([N:24]=[C:16]([C:11]4([O:14][CH3:15])[CH2:12][CH2:13][NH:8][CH2:9][CH2:10]4)[N:17]3[CH3:42])=[C:22]([N:25]3[CH2:26][CH2:27][O:28][CH2:29][CH2:30]3)[N:21]=2)[C:35]2[CH:36]=[CH:37][CH:38]=[CH:39][C:34]=2[N:33]=1)[CH3:41]. The catalyst class is: 2. (6) Reactant: [OH:1][C@@H:2]([CH3:35])[CH2:3][CH2:4][CH2:5][CH2:6][N:7]1[C:16](=[O:17])[C:15]2[N:14](CC3C=CC=CC=3)[C:13]([CH2:25][NH:26][C:27]([O:29][C:30]([CH3:33])([CH3:32])[CH3:31])=[O:28])=[N:12][C:11]=2[N:10]([CH3:34])[C:8]1=[O:9].[H][H]. Product: [OH:1][C@@H:2]([CH3:35])[CH2:3][CH2:4][CH2:5][CH2:6][N:7]1[C:16](=[O:17])[C:15]2[NH:14][C:13]([CH2:25][NH:26][C:27]([O:29][C:30]([CH3:32])([CH3:31])[CH3:33])=[O:28])=[N:12][C:11]=2[N:10]([CH3:34])[C:8]1=[O:9]. The catalyst class is: 29. (7) Reactant: [NH:1]1[C:5]2=[N:6][CH:7]=[CH:8][N:9]=[C:4]2[N:3]=[C:2]1[C:10]([C@@H:13]1[C:26]2[C:21](=[N:22][C:23](Cl)=[CH:24][CH:25]=2)[O:20][C:19]2[C:14]1=[CH:15][CH:16]=[CH:17][C:18]=2[F:28])([CH3:12])[CH3:11].[O:29]1[CH2:34][CH2:33][N:32]([C:35]([C:37]2[CH:42]=[CH:41][C:40](B3OC(C)(C)C(C)(C)O3)=[CH:39][CH:38]=2)=[O:36])[CH2:31][CH2:30]1.[O-]P([O-])([O-])=O.[K+].[K+].[K+]. Product: [NH:1]1[C:5]2=[N:6][CH:7]=[CH:8][N:9]=[C:4]2[N:3]=[C:2]1[C:10]([C@@H:13]1[C:26]2[C:21](=[N:22][C:23]([C:40]3[CH:39]=[CH:38][C:37]([C:35]([N:32]4[CH2:33][CH2:34][O:29][CH2:30][CH2:31]4)=[O:36])=[CH:42][CH:41]=3)=[CH:24][CH:25]=2)[O:20][C:19]2[C:14]1=[CH:15][CH:16]=[CH:17][C:18]=2[F:28])([CH3:12])[CH3:11]. The catalyst class is: 128. (8) Reactant: [O:1]=[C:2]1[CH2:5][CH:4]([C:6]([OH:8])=O)[CH2:3]1.C(N1C=CN=C1)(N1C=CN=C1)=O.[CH2:21]([NH2:28])[C:22]1[CH:27]=[CH:26][CH:25]=[CH:24][CH:23]=1. Product: [CH2:21]([NH:28][C:6]([CH:4]1[CH2:3][C:2](=[O:1])[CH2:5]1)=[O:8])[C:22]1[CH:27]=[CH:26][CH:25]=[CH:24][CH:23]=1. The catalyst class is: 7. (9) Reactant: C1(C2[C@H]3CC[C@@H](C=2)C(C2C=CC=CC=2)=C3)C=CC=CC=1.[CH3:21][O:22][C:23]1[CH:24]=[C:25](B(O)O)[CH:26]=[CH:27][CH:28]=1.[CH3:32][CH2:33]/[CH:34]=[C:35](/[CH:37]=[O:38])\[CH3:36].CN1CCOCC1. Product: [CH3:21][O:22][C:23]1[CH:24]=[C:25]([C@H:34]([CH2:33][CH3:32])[C@@H:35]([CH3:36])[CH:37]=[O:38])[CH:26]=[CH:27][CH:28]=1. The catalyst class is: 5.